From a dataset of Reaction yield outcomes from USPTO patents with 853,638 reactions. Predict the reaction yield, written as a fraction of the theoretical maximum amount of product (1.0 means a 100% yield; for example, 0.34 means a 34% yield). (1) The reactants are C([O:5][C:6](=[O:30])[CH2:7][O:8][C:9]1[CH:13]=[C:12]([CH2:14][CH2:15][C:16]([O:18][CH2:19][CH3:20])=[O:17])[N:11]([CH2:21][C:22]2[CH:27]=[CH:26][C:25]([Cl:28])=[CH:24][C:23]=2[Cl:29])[N:10]=1)(C)(C)C. The catalyst is FC(F)(F)C(O)=O. The product is [Cl:29][C:23]1[CH:24]=[C:25]([Cl:28])[CH:26]=[CH:27][C:22]=1[CH2:21][N:11]1[C:12]([CH2:14][CH2:15][C:16]([O:18][CH2:19][CH3:20])=[O:17])=[CH:13][C:9]([O:8][CH2:7][C:6]([OH:30])=[O:5])=[N:10]1. The yield is 0.930. (2) The reactants are Br[C:2]1[CH:3]=[C:4]2[C:9](=[CH:10][CH:11]=1)[C:8](=[O:12])[N:7]([CH2:13][CH:14]=[O:15])[CH2:6][CH2:5]2.C(N1CCC2C(=CC([Br:29])=CC=2)C1=O)C=C. No catalyst specified. The product is [Br:29][C:11]1[CH:10]=[C:9]2[C:4]([CH2:5][CH2:6][N:7]([CH2:13][CH:14]=[O:15])[C:8]2=[O:12])=[CH:3][CH:2]=1. The yield is 0.560.